This data is from Reaction yield outcomes from USPTO patents with 853,638 reactions. The task is: Predict the reaction yield, written as a fraction of the theoretical maximum amount of product (1.0 means a 100% yield; for example, 0.34 means a 34% yield). (1) The reactants are C1(P([C:14]2[CH:19]=CC=CC=2)C2C=CC=CC=2)C=CC=CC=1.C(O)C.[CH3:23][NH:24][CH3:25].CC(OC(/N=N/C(OC(C)C)=O)=O)C.[F:40][C:41]1[CH:42]=[C:43]([C:48]([N:50]2[CH2:63][C:62]([CH3:65])([CH3:64])[C:61]3[C:60]4[CH:59]=[CH:58][C:57]([OH:66])=[CH:56][C:55]=4[NH:54][C:53]=3[C:52]([C:67]([O:69][CH:70]([CH3:72])[CH3:71])=[O:68])=[CH:51]2)=[O:49])[CH:44]=[CH:45][C:46]=1[F:47]. The catalyst is C1(C)C=CC=CC=1. The product is [F:40][C:41]1[CH:42]=[C:43]([C:48]([N:50]2[CH2:63][C:62]([CH3:64])([CH3:65])[C:61]3[C:60]4[CH:59]=[CH:58][C:57]([O:66][CH2:14][CH2:19][N:24]([CH3:25])[CH3:23])=[CH:56][C:55]=4[NH:54][C:53]=3[C:52]([C:67]([O:69][CH:70]([CH3:72])[CH3:71])=[O:68])=[CH:51]2)=[O:49])[CH:44]=[CH:45][C:46]=1[F:47]. The yield is 0.360. (2) The reactants are [CH3:1][C:2]1[C:7]([N+:8]([O-:10])=[O:9])=[CH:6][CH:5]=[CH:4][C:3]=1[OH:11].Cl.Cl[CH2:14][CH2:15][N:16]([CH3:18])[CH3:17].C([O-])([O-])=O.[K+].[K+].O. The catalyst is C(O)CCC. The product is [CH3:17][N:16]([CH3:18])[CH2:15][CH2:14][O:11][C:3]1[CH:4]=[CH:5][CH:6]=[C:7]([N+:8]([O-:10])=[O:9])[C:2]=1[CH3:1]. The yield is 1.00. (3) The reactants are [C:1]([P:5]([C:10]([CH3:13])([CH3:12])[CH3:11])[C:6]([CH3:9])([CH3:8])[CH3:7])([CH3:4])([CH3:3])[CH3:2].FC(F)(F)C(O)C(F)(F)F.[C:24]1([B-:30]([C:43]2[CH:48]=[CH:47][CH:46]=[CH:45][CH:44]=2)([C:37]2[CH:42]=[CH:41][CH:40]=[CH:39][CH:38]=2)[C:31]2[CH:36]=[CH:35][CH:34]=[CH:33][CH:32]=2)[CH:29]=[CH:28][CH:27]=[CH:26][CH:25]=1.[Na+]. No catalyst specified. The product is [C:43]1([B-:30]([C:24]2[CH:25]=[CH:26][CH:27]=[CH:28][CH:29]=2)([C:31]2[CH:32]=[CH:33][CH:34]=[CH:35][CH:36]=2)[C:37]2[CH:42]=[CH:41][CH:40]=[CH:39][CH:38]=2)[CH:44]=[CH:45][CH:46]=[CH:47][CH:48]=1.[C:10]([PH+:5]([C:1]([CH3:4])([CH3:3])[CH3:2])[C:6]([CH3:9])([CH3:8])[CH3:7])([CH3:11])([CH3:12])[CH3:13]. The yield is 0.770. (4) The reactants are C([O:4][CH2:5][C:6]1[CH:11]=[C:10]([CH2:12][O:13]C(=O)C)[CH:9]=[CH:8][C:7]=1[Br:17])(=O)C.C(OCC1C=CC=C(COC(=O)C)C=1Br)(=O)C.[OH-].[Na+]. The catalyst is CO. The product is [OH:4][CH2:5][C:6]1[CH:11]=[C:10]([CH2:12][OH:13])[CH:9]=[CH:8][C:7]=1[Br:17]. The yield is 0.837. (5) The reactants are [CH3:1][NH:2][CH:3]1[CH2:8][CH2:7][CH2:6][CH:5]([C:9]2[C:17]3[C:12](=[CH:13][CH:14]=[C:15]([NH:18][C:19]([C:21]4[S:22][CH:23]=[CH:24][CH:25]=4)=[NH:20])[CH:16]=3)[NH:11][CH:10]=2)[CH2:4]1.[ClH:26]. The catalyst is CO. The product is [ClH:26].[ClH:26].[CH3:1][NH:2][CH:3]1[CH2:8][CH2:7][CH2:6][CH:5]([C:9]2[C:17]3[C:12](=[CH:13][CH:14]=[C:15]([NH:18][C:19]([C:21]4[S:22][CH:23]=[CH:24][CH:25]=4)=[NH:20])[CH:16]=3)[NH:11][CH:10]=2)[CH2:4]1. The yield is 0.970. (6) The reactants are O.O.[C:3]([OH:8])(=O)[C:4](O)=[O:5].C(O)(=O)C(O)=O.Cl.[C:16]1([NH2:23])[CH:21]=[CH:20][CH:19]=[CH:18][C:17]=1[NH2:22]. The catalyst is O. The yield is 0.960. The product is [OH:5][C:4]1[C:3]([OH:8])=[N:23][C:16]2[C:17](=[CH:18][CH:19]=[CH:20][CH:21]=2)[N:22]=1. (7) No catalyst specified. The product is [N+:21]([C:9]1[CH:8]=[CH:7][C:6]([CH:12]([CH2:17][C:18]([OH:20])=[O:19])[CH2:13][C:14]([OH:16])=[O:15])=[CH:11][CH:10]=1)([O-:23])=[O:22]. The reactants are OS(O)(=O)=O.[C:6]1([CH:12]([CH2:17][C:18]([OH:20])=[O:19])[CH2:13][C:14]([OH:16])=[O:15])[CH:11]=[CH:10][CH:9]=[CH:8][CH:7]=1.[N+:21]([O-])([OH:23])=[O:22]. The yield is 0.940.